This data is from Peptide-MHC class I binding affinity with 185,985 pairs from IEDB/IMGT. The task is: Regression. Given a peptide amino acid sequence and an MHC pseudo amino acid sequence, predict their binding affinity value. This is MHC class I binding data. (1) The peptide sequence is FAADKDSLY. The MHC is HLA-C08:02 with pseudo-sequence HLA-C08:02. The binding affinity (normalized) is 0.0847. (2) The peptide sequence is VGSQGENQLY. The MHC is HLA-A02:03 with pseudo-sequence HLA-A02:03. The binding affinity (normalized) is 0. (3) The peptide sequence is IKLEPVHGVY. The MHC is HLA-B35:01 with pseudo-sequence HLA-B35:01. The binding affinity (normalized) is 0. (4) The peptide sequence is GTIKGGEMK. The MHC is HLA-A24:02 with pseudo-sequence HLA-A24:02. The binding affinity (normalized) is 0. (5) The peptide sequence is SWVPRLFQL. The MHC is H-2-Kb with pseudo-sequence H-2-Kb. The binding affinity (normalized) is 0.838. (6) The peptide sequence is TNSVIIMAY. The MHC is HLA-A29:02 with pseudo-sequence HLA-A29:02. The binding affinity (normalized) is 0.590. (7) The peptide sequence is RTELGVEFLK. The MHC is HLA-A31:01 with pseudo-sequence HLA-A31:01. The binding affinity (normalized) is 0.334.